This data is from Full USPTO retrosynthesis dataset with 1.9M reactions from patents (1976-2016). The task is: Predict the reactants needed to synthesize the given product. (1) Given the product [Br:15][CH2:16][CH2:17][O:14][C:5]1[CH:4]=[C:3]([F:2])[CH:12]=[C:11]2[C:6]=1[CH:7]=[CH:8][C:9]([CH3:13])=[N:10]2, predict the reactants needed to synthesize it. The reactants are: Br.[F:2][C:3]1[CH:12]=[C:11]2[C:6]([CH:7]=[CH:8][C:9]([CH3:13])=[N:10]2)=[C:5]([OH:14])[CH:4]=1.[Br:15][CH2:16][CH2:17]Br. (2) The reactants are: [CH3:1][C:2]([C:8]1[C:13](=[O:14])[C:12]([CH3:15])=[C:11]([CH3:16])[C:10](=[O:17])[C:9]=1[CH3:18])([CH3:7])[CH2:3][C:4]([OH:6])=[O:5].[N+:19]([O-:33])([O:21][CH2:22][C@@H:23]([O:29][N+:30]([O-:32])=[O:31])[CH2:24][CH2:25][CH2:26][CH2:27]O)=[O:20].CCN=C=NCCCN(C)C. Given the product [CH3:7][C:2]([C:8]1[C:13](=[O:14])[C:12]([CH3:15])=[C:11]([CH3:16])[C:10](=[O:17])[C:9]=1[CH3:18])([CH3:1])[CH2:3][C:4]([O:6][CH2:27][CH2:26][CH2:25][CH2:24][C@H:23]([O:29][N+:30]([O-:32])=[O:31])[CH2:22][O:21][N+:19]([O-:33])=[O:20])=[O:5], predict the reactants needed to synthesize it.